This data is from Forward reaction prediction with 1.9M reactions from USPTO patents (1976-2016). The task is: Predict the product of the given reaction. Given the reactants [OH-].[Na+].[NH2:3][C:4]1[N:9]=[C:8]([NH2:10])[C:7]([CH2:11][C:12]2[CH:13]=[C:14]([OH:23])[C:15]3[CH:16]=[CH:17][N:18]([CH2:21][CH3:22])[C:19]=3[CH:20]=2)=[CH:6][N:5]=1.[CH3:24][N:25]([CH3:30])[S:26](Cl)(=[O:28])=[O:27], predict the reaction product. The product is: [NH2:3][C:4]1[N:9]=[C:8]([NH2:10])[C:7]([CH2:11][C:12]2[CH:20]=[C:19]3[C:15]([CH:16]=[CH:17][N:18]3[CH2:21][CH3:22])=[C:14]([O:23][S:26](=[O:28])(=[O:27])[N:25]([CH3:30])[CH3:24])[CH:13]=2)=[CH:6][N:5]=1.